This data is from Peptide-MHC class I binding affinity with 185,985 pairs from IEDB/IMGT. The task is: Regression. Given a peptide amino acid sequence and an MHC pseudo amino acid sequence, predict their binding affinity value. This is MHC class I binding data. (1) The binding affinity (normalized) is 0.995. The MHC is HLA-A32:01 with pseudo-sequence HLA-A32:01. The peptide sequence is STFSISSIF. (2) The peptide sequence is RRQDILDLWI. The MHC is HLA-A31:01 with pseudo-sequence HLA-A31:01. The binding affinity (normalized) is 0.